From a dataset of Merck oncology drug combination screen with 23,052 pairs across 39 cell lines. Regression. Given two drug SMILES strings and cell line genomic features, predict the synergy score measuring deviation from expected non-interaction effect. (1) Drug 1: CC(=O)OC1C(=O)C2(C)C(O)CC3OCC3(OC(C)=O)C2C(OC(=O)c2ccccc2)C2(O)CC(OC(=O)C(O)C(NC(=O)c3ccccc3)c3ccccc3)C(C)=C1C2(C)C. Drug 2: Cn1c(=O)n(-c2ccc(C(C)(C)C#N)cc2)c2c3cc(-c4cnc5ccccc5c4)ccc3ncc21. Cell line: KPL1. Synergy scores: synergy=25.1. (2) Drug 1: CN1C(=O)C=CC2(C)C3CCC4(C)C(NC(=O)OCC(F)(F)F)CCC4C3CCC12. Drug 2: COc1cc(C2c3cc4c(cc3C(OC3OC5COC(C)OC5C(O)C3O)C3COC(=O)C23)OCO4)cc(OC)c1O. Cell line: RPMI7951. Synergy scores: synergy=2.05. (3) Drug 1: Cn1c(=O)n(-c2ccc(C(C)(C)C#N)cc2)c2c3cc(-c4cnc5ccccc5c4)ccc3ncc21. Drug 2: CCc1c2c(nc3ccc(O)cc13)-c1cc3c(c(=O)n1C2)COC(=O)C3(O)CC. Cell line: NCIH460. Synergy scores: synergy=39.2.